This data is from Forward reaction prediction with 1.9M reactions from USPTO patents (1976-2016). The task is: Predict the product of the given reaction. Given the reactants [CH:1]1C=CC=CC=1.[OH:7][C:8]1([CH:15]=[CH:14][C:13]([O:16][CH3:17])=[CH:12][CH2:11]1)C=O.[Br:18][C:19]1[CH:33]=[CH:32][C:22]([O:23][C:24]2[CH:30]=[CH:29][C:28]([F:31])=[CH:27][C:25]=2[NH2:26])=[CH:21][CH:20]=1.[BH4-].[Na+], predict the reaction product. The product is: [OH:7][C:8]1[CH:11]=[CH:12][C:13]([O:16][CH3:17])=[CH:14][C:15]=1[CH2:1][NH:26][C:25]1[CH:27]=[C:28]([F:31])[CH:29]=[CH:30][C:24]=1[O:23][C:22]1[CH:32]=[CH:33][C:19]([Br:18])=[CH:20][CH:21]=1.